From a dataset of Reaction yield outcomes from USPTO patents with 853,638 reactions. Predict the reaction yield, written as a fraction of the theoretical maximum amount of product (1.0 means a 100% yield; for example, 0.34 means a 34% yield). The reactants are C1C=CC2N(O)N=NC=2C=1.[O:11]=[C:12]([N:17]1[CH2:22][CH2:21][N:20]([C:23](=[O:34])[C:24]2[CH:29]=[CH:28][CH:27]=[CH:26][C:25]=2[C:30]([F:33])([F:32])[F:31])[CH2:19][CH2:18]1)[CH2:13][C:14]([OH:16])=O.CCN=C=NCCCN(C)C.Cl.[C:47]1([C:53]2[N:58]=[CH:57][C:56]([NH2:59])=[CH:55][CH:54]=2)[CH:52]=[CH:51][CH:50]=[CH:49][CH:48]=1. The catalyst is CN(C1C=CN=CC=1)C.CN(C=O)C.O. The product is [O:11]=[C:12]([N:17]1[CH2:18][CH2:19][N:20]([C:23](=[O:34])[C:24]2[CH:29]=[CH:28][CH:27]=[CH:26][C:25]=2[C:30]([F:33])([F:32])[F:31])[CH2:21][CH2:22]1)[CH2:13][C:14]([NH:59][C:56]1[CH:57]=[N:58][C:53]([C:47]2[CH:52]=[CH:51][CH:50]=[CH:49][CH:48]=2)=[CH:54][CH:55]=1)=[O:16]. The yield is 0.250.